This data is from Forward reaction prediction with 1.9M reactions from USPTO patents (1976-2016). The task is: Predict the product of the given reaction. (1) Given the reactants [CH2:1]([O:8][C:9]([N:11]1[CH2:15][CH2:14][CH2:13][CH:12]1[C:16]([OH:18])=O)=[O:10])[C:2]1[CH:7]=[CH:6][CH:5]=[CH:4][CH:3]=1.CN(C=O)C.C(Cl)(=O)C([Cl:27])=O, predict the reaction product. The product is: [Cl:27][C:16]([CH:12]1[CH2:13][CH2:14][CH2:15][N:11]1[C:9]([O:8][CH2:1][C:2]1[CH:7]=[CH:6][CH:5]=[CH:4][CH:3]=1)=[O:10])=[O:18]. (2) Given the reactants [F:1][C:2]1[C:7]([F:8])=[CH:6][CH:5]=[CH:4][C:3]=1[C:9]1[N:35]=[C:12]2[CH:13]=[N:14][N:15]([CH2:17][C:18]3[O:22][N:21]=[C:20]([C:23]4[CH:28]=[CH:27][C:26]([C:29]#[C:30][Si](C)(C)C)=[CH:25][CH:24]=4)[CH:19]=3)[CH:16]=[C:11]2[N:10]=1.C(=O)([O-])[O-].[K+].[K+], predict the reaction product. The product is: [F:1][C:2]1[C:7]([F:8])=[CH:6][CH:5]=[CH:4][C:3]=1[C:9]1[N:35]=[C:12]2[CH:13]=[N:14][N:15]([CH2:17][C:18]3[O:22][N:21]=[C:20]([C:23]4[CH:28]=[CH:27][C:26]([C:29]#[CH:30])=[CH:25][CH:24]=4)[CH:19]=3)[CH:16]=[C:11]2[N:10]=1. (3) Given the reactants [F:1][C:2]1[CH:7]=[CH:6][CH:5]=[CH:4][C:3]=1[NH2:8].ClC1C=C([N:16]2N=[N:19][C:18]([C:21]([OH:23])=[O:22])=[N:17]2)C=CC=1, predict the reaction product. The product is: [F:1][C:2]1[CH:7]=[CH:6][CH:5]=[CH:4][C:3]=1[N:8]1[N:16]=[N:17][C:18]([C:21]([OH:23])=[O:22])=[N:19]1. (4) Given the reactants CC1C=C(C)C=C(C)C=1S([O-])(=O)=O.[NH2:14][N+:15]1[CH:20]=[CH:19][C:18]([O:21][CH3:22])=[CH:17][CH:16]=1.C(=O)([O-])[O-].[K+].[K+].[C:29]1([C:35]#[C:36][C:37]([O:39][CH3:40])=[O:38])[CH:34]=[CH:33][CH:32]=[CH:31][CH:30]=1.O, predict the reaction product. The product is: [CH3:22][O:21][C:18]1[CH:19]=[CH:20][N:15]2[N:14]=[C:35]([C:29]3[CH:34]=[CH:33][CH:32]=[CH:31][CH:30]=3)[C:36]([C:37]([O:39][CH3:40])=[O:38])=[C:16]2[CH:17]=1. (5) Given the reactants [CH2:1]([CH:3]([CH2:6][CH2:7][CH2:8][CH3:9])[CH2:4][OH:5])[CH3:2].[CH2:10]([OH:19])[CH2:11][CH2:12]CCCC(C)C.[CH2:20]([OH:30])[CH2:21][CH2:22][CH2:23][CH2:24][CH2:25][CH2:26][CH:27]([CH3:29])[CH3:28], predict the reaction product. The product is: [CH2:12]([O:5][CH2:4][CH:3]([CH2:1][CH3:2])[CH2:6][CH2:7][CH2:8][CH3:9])[CH:11]([CH2:10][OH:19])[OH:30].[CH2:1]([O:30][CH2:20][CH2:21][CH2:22][CH2:23][CH2:24][CH2:25][CH2:26][CH:27]([CH3:28])[CH3:29])[CH:3]([CH2:4][OH:5])[OH:19].